From a dataset of Reaction yield outcomes from USPTO patents with 853,638 reactions. Predict the reaction yield, written as a fraction of the theoretical maximum amount of product (1.0 means a 100% yield; for example, 0.34 means a 34% yield). The reactants are O=[C:2]1[C:11]2[C:10]([C:12]([O:14]C)=O)=[CH:9][CH:8]=[CH:7][C:6]=2[NH:5][CH:4]([C:16]2[CH:17]=[N:18][CH:19]=[CH:20][CH:21]=2)[CH:3]1[C:22]1[CH:23]=[N:24][CH:25]=[CH:26][CH:27]=1.O=C1C2C(C(OCC)=O)=CC=CC=2NC(C2C=NC=CC=2)C1C1C=NC=CC=1.O.[NH2:57][NH2:58]. The catalyst is CO. The product is [N:18]1[CH:19]=[CH:20][CH:21]=[C:16]([CH:4]2[NH:5][C:6]3[C:11]4[C:2](=[N:57][NH:58][C:12](=[O:14])[C:10]=4[CH:9]=[CH:8][CH:7]=3)[CH:3]2[C:22]2[CH:23]=[N:24][CH:25]=[CH:26][CH:27]=2)[CH:17]=1. The yield is 0.680.